This data is from NCI-60 drug combinations with 297,098 pairs across 59 cell lines. The task is: Regression. Given two drug SMILES strings and cell line genomic features, predict the synergy score measuring deviation from expected non-interaction effect. (1) Drug 1: CC(CN1CC(=O)NC(=O)C1)N2CC(=O)NC(=O)C2. Drug 2: CCC1(CC2CC(C3=C(CCN(C2)C1)C4=CC=CC=C4N3)(C5=C(C=C6C(=C5)C78CCN9C7C(C=CC9)(C(C(C8N6C)(C(=O)OC)O)OC(=O)C)CC)OC)C(=O)OC)O.OS(=O)(=O)O. Cell line: NCI-H460. Synergy scores: CSS=44.5, Synergy_ZIP=-5.01, Synergy_Bliss=-2.81, Synergy_Loewe=-0.712, Synergy_HSA=-0.0247. (2) Drug 1: C1CC(C1)(C(=O)O)C(=O)O.[NH2-].[NH2-].[Pt+2]. Drug 2: CC(C)NC(=O)C1=CC=C(C=C1)CNNC.Cl. Cell line: CAKI-1. Synergy scores: CSS=4.05, Synergy_ZIP=-2.00, Synergy_Bliss=-1.89, Synergy_Loewe=-3.93, Synergy_HSA=-3.09. (3) Drug 1: COC1=NC(=NC2=C1N=CN2C3C(C(C(O3)CO)O)O)N. Cell line: CCRF-CEM. Drug 2: C1CN1C2=NC(=NC(=N2)N3CC3)N4CC4. Synergy scores: CSS=80.1, Synergy_ZIP=1.19, Synergy_Bliss=0.745, Synergy_Loewe=2.49, Synergy_HSA=6.03. (4) Drug 1: C1=CC(=CC=C1CCC2=CNC3=C2C(=O)NC(=N3)N)C(=O)NC(CCC(=O)O)C(=O)O. Drug 2: B(C(CC(C)C)NC(=O)C(CC1=CC=CC=C1)NC(=O)C2=NC=CN=C2)(O)O. Cell line: HOP-62. Synergy scores: CSS=23.7, Synergy_ZIP=-6.76, Synergy_Bliss=-0.0860, Synergy_Loewe=-1.37, Synergy_HSA=-1.81. (5) Drug 1: COC1=C(C=C2C(=C1)N=CN=C2NC3=CC(=C(C=C3)F)Cl)OCCCN4CCOCC4. Drug 2: C(CC(=O)O)C(=O)CN.Cl. Cell line: SK-MEL-28. Synergy scores: CSS=14.7, Synergy_ZIP=-7.51, Synergy_Bliss=-4.55, Synergy_Loewe=-4.07, Synergy_HSA=-1.61. (6) Drug 1: COC1=C(C=C2C(=C1)N=CN=C2NC3=CC(=C(C=C3)F)Cl)OCCCN4CCOCC4. Drug 2: C1=NC(=NC(=O)N1C2C(C(C(O2)CO)O)O)N. Cell line: 786-0. Synergy scores: CSS=24.7, Synergy_ZIP=-5.98, Synergy_Bliss=2.86, Synergy_Loewe=2.73, Synergy_HSA=3.06. (7) Drug 1: CS(=O)(=O)C1=CC(=C(C=C1)C(=O)NC2=CC(=C(C=C2)Cl)C3=CC=CC=N3)Cl. Drug 2: CCC1(CC2CC(C3=C(CCN(C2)C1)C4=CC=CC=C4N3)(C5=C(C=C6C(=C5)C78CCN9C7C(C=CC9)(C(C(C8N6C)(C(=O)OC)O)OC(=O)C)CC)OC)C(=O)OC)O.OS(=O)(=O)O. Cell line: SK-MEL-5. Synergy scores: CSS=52.4, Synergy_ZIP=16.2, Synergy_Bliss=17.6, Synergy_Loewe=-61.5, Synergy_HSA=15.1.